Dataset: Full USPTO retrosynthesis dataset with 1.9M reactions from patents (1976-2016). Task: Predict the reactants needed to synthesize the given product. Given the product [CH:12]([C:10]1[CH:9]=[C:4]([CH:3]=[C:2]([C:15]2[O:14][CH:18]=[CH:17][CH:16]=2)[N:11]=1)[C:5]([O:7][CH3:8])=[O:6])=[O:13], predict the reactants needed to synthesize it. The reactants are: Cl[C:2]1[CH:3]=[C:4]([CH:9]=[C:10]([CH:12]=[O:13])[N:11]=1)[C:5]([O:7][CH3:8])=[O:6].[O:14]1[CH:18]=[CH:17][CH:16]=[C:15]1B(O)O.C([O-])([O-])=O.[Na+].[Na+].CCOC(C)=O.